Dataset: Forward reaction prediction with 1.9M reactions from USPTO patents (1976-2016). Task: Predict the product of the given reaction. (1) Given the reactants [CH3:1][O:2][C:3](=[O:39])[CH2:4][C:5](=[O:38])[CH2:6][CH:7]([OH:37])[CH:8]=[CH:9][C:10]1[N:11]([C:30]2[CH:35]=[CH:34][C:33]([F:36])=[CH:32][CH:31]=2)[N:12]=[C:13]([C:18](=[O:29])[N:19]([CH3:28])[CH2:20][C:21]2[CH:26]=[CH:25][CH:24]=[CH:23][C:22]=2[CH3:27])[C:14]=1[CH:15]([CH3:17])[CH3:16].C(B(CC)OC)C.[BH4-].[Na+].C(O)(=O)C, predict the reaction product. The product is: [CH3:1][O:2][C:3](=[O:39])[CH2:4][CH:5]([OH:38])[CH2:6][CH:7]([OH:37])[CH:8]=[CH:9][C:10]1[N:11]([C:30]2[CH:31]=[CH:32][C:33]([F:36])=[CH:34][CH:35]=2)[N:12]=[C:13]([C:18](=[O:29])[N:19]([CH3:28])[CH2:20][C:21]2[CH:26]=[CH:25][CH:24]=[CH:23][C:22]=2[CH3:27])[C:14]=1[CH:15]([CH3:16])[CH3:17]. (2) Given the reactants [NH:1]1[CH2:6][CH2:5][CH2:4][C@H:3]([CH2:7][O:8][C:9]2[CH:14]=[CH:13][C:12]([N:15]3[CH2:20][CH2:19][N:18]([C:21]([C:23]4[CH:30]=[CH:29][C:26]([C:27]#[N:28])=[CH:25][CH:24]=4)=[O:22])[CH2:17][CH2:16]3)=[CH:11][CH:10]=2)[CH2:2]1.[C:31]1(=O)[CH2:35][CH2:34][CH2:33][CH2:32]1, predict the reaction product. The product is: [CH:31]1([N:1]2[CH2:6][CH2:5][CH2:4][C@H:3]([CH2:7][O:8][C:9]3[CH:10]=[CH:11][C:12]([N:15]4[CH2:16][CH2:17][N:18]([C:21]([C:23]5[CH:24]=[CH:25][C:26]([C:27]#[N:28])=[CH:29][CH:30]=5)=[O:22])[CH2:19][CH2:20]4)=[CH:13][CH:14]=3)[CH2:2]2)[CH2:35][CH2:34][CH2:33][CH2:32]1. (3) Given the reactants C[O:2][C:3](=[O:25])[C:4]([CH3:24])([CH3:23])[CH2:5][N:6]1[C:11]2[CH:12]=[CH:13][CH:14]=[C:15]([CH:16]([CH3:18])[CH3:17])[C:10]=2[O:9][CH:8]([CH:19]([CH3:21])[CH3:20])[C:7]1=[O:22].[OH-].[Na+], predict the reaction product. The product is: [CH:19]([CH:8]1[C:7](=[O:22])[N:6]([CH2:5][C:4]([CH3:24])([CH3:23])[C:3]([OH:25])=[O:2])[C:11]2[CH:12]=[CH:13][CH:14]=[C:15]([CH:16]([CH3:18])[CH3:17])[C:10]=2[O:9]1)([CH3:21])[CH3:20].